This data is from Reaction yield outcomes from USPTO patents with 853,638 reactions. The task is: Predict the reaction yield, written as a fraction of the theoretical maximum amount of product (1.0 means a 100% yield; for example, 0.34 means a 34% yield). (1) The reactants are [Cl:1][C:2]1[CH:6]=[CH:5][S:4][C:3]=1[C:7]([O:9]C)=[O:8].[OH-].[Na+]. The catalyst is CO. The product is [Cl:1][C:2]1[CH:6]=[CH:5][S:4][C:3]=1[C:7]([OH:9])=[O:8]. The yield is 0.980. (2) The reactants are [F:1][C:2]1[C:3]([NH:23][C:24]2[CH:29]=[CH:28][C:27]([C:30]#[C:31][Si](C)(C)C)=[CH:26][C:25]=2[F:36])=[C:4]([C:9]2[O:13][C:12]([NH:14][CH2:15][CH2:16][N:17]3[CH2:22][CH2:21][O:20][CH2:19][CH2:18]3)=[N:11][N:10]=2)[CH:5]=[CH:6][C:7]=1[F:8].C1(C)C(S(O)(=O)=[O:44])=CC=CC=1. The catalyst is ClCCl. The product is [F:1][C:2]1[C:7]([F:8])=[CH:6][CH:5]=[C:4]([C:9]2[O:13][C:12]([NH:14][CH2:15][CH2:16][N:17]3[CH2:22][CH2:21][O:20][CH2:19][CH2:18]3)=[N:11][N:10]=2)[C:3]=1[NH:23][C:24]1[CH:29]=[CH:28][C:27]([C:30](=[O:44])[CH3:31])=[CH:26][C:25]=1[F:36]. The yield is 0.820. (3) The reactants are Br[C:2]1[C:3](=[O:13])[O:4][CH2:5][C:6]=1[N:7]1[CH2:12][CH2:11][O:10][CH2:9][CH2:8]1.CC1(C)C(C)(C)OB([C:22]2[CH:39]=[CH:38][C:25]([O:26][CH2:27][C:28]3[CH:37]=[CH:36][C:35]4[C:30](=[CH:31][CH:32]=[CH:33][CH:34]=4)[N:29]=3)=[CH:24][CH:23]=2)O1.C([O-])([O-])=O.[Cs+].[Cs+]. The catalyst is C1C=CC(P(C2C=CC=CC=2)[C-]2C=CC=C2)=CC=1.C1C=CC(P(C2C=CC=CC=2)[C-]2C=CC=C2)=CC=1.Cl[Pd]Cl.[Fe+2].C1(C)C=CC=CC=1.O. The product is [O:10]1[CH2:11][CH2:12][N:7]([C:6]2[CH2:5][O:4][C:3](=[O:13])[C:2]=2[C:22]2[CH:23]=[CH:24][C:25]([O:26][CH2:27][C:28]3[CH:37]=[CH:36][C:35]4[C:30](=[CH:31][CH:32]=[CH:33][CH:34]=4)[N:29]=3)=[CH:38][CH:39]=2)[CH2:8][CH2:9]1. The yield is 0.100. (4) The reactants are [OH-].[Li+].[Br:3][C:4]1[N:8]([C:9]2[C:18]3[C:13](=[CH:14][CH:15]=[CH:16][CH:17]=3)[C:12]([C:19]#[N:20])=[CH:11][CH:10]=2)[C:7]([S:21][CH2:22][C:23]([NH:25][CH2:26][C:27]([O:29]CC)=[O:28])=[O:24])=[N:6][CH:5]=1.C1COCC1.O.Cl. The catalyst is O. The product is [Br:3][C:4]1[N:8]([C:9]2[C:18]3[C:13](=[CH:14][CH:15]=[CH:16][CH:17]=3)[C:12]([C:19]#[N:20])=[CH:11][CH:10]=2)[C:7]([S:21][CH2:22][C:23]([NH:25][CH2:26][C:27]([OH:29])=[O:28])=[O:24])=[N:6][CH:5]=1. The yield is 0.940. (5) The yield is 0.450. The reactants are C([Mg]Cl)(C)C.Br[C:7]1[CH:8]=[N:9][CH:10]=[CH:11][CH:12]=1.[F:13][C:14]1[CH:21]=[CH:20][C:19]([F:22])=[CH:18][C:15]=1[CH:16]=[O:17].[Cl-].[NH4+]. The catalyst is O1CCCC1. The product is [F:13][C:14]1[CH:21]=[CH:20][C:19]([F:22])=[CH:18][C:15]=1[CH:16]([OH:17])[C:7]1[CH:8]=[N:9][CH:10]=[CH:11][CH:12]=1. (6) The reactants are [CH3:1][O:2][C:3]([CH2:5]P(OC)(OC)=O)=[O:4].C[O-].[Na+].[O:15]([CH2:22][CH2:23][N:24]1[CH:28]=[C:27]([CH:29]=O)[CH:26]=[N:25]1)[C:16]1[CH:21]=[CH:20][CH:19]=[CH:18][CH:17]=1. The catalyst is C1COCC1. The product is [O:15]([CH2:22][CH2:23][N:24]1[CH:28]=[C:27](/[CH:29]=[CH:5]/[C:3]([O:2][CH3:1])=[O:4])[CH:26]=[N:25]1)[C:16]1[CH:21]=[CH:20][CH:19]=[CH:18][CH:17]=1. The yield is 0.727.